Dataset: Full USPTO retrosynthesis dataset with 1.9M reactions from patents (1976-2016). Task: Predict the reactants needed to synthesize the given product. (1) The reactants are: [CH3:1][O:2][C:3]1[CH:8]=[CH:7][C:6]([N:9]2[CH:13]=[N:12][C:11]([C:14]3[CH:15]=[C:16]([CH:21]=[CH:22][CH:23]=3)[C:17]([O:19]C)=[O:18])=[N:10]2)=[CH:5][CH:4]=1.[OH-].[Na+]. Given the product [CH3:1][O:2][C:3]1[CH:4]=[CH:5][C:6]([N:9]2[CH:13]=[N:12][C:11]([C:14]3[CH:15]=[C:16]([CH:21]=[CH:22][CH:23]=3)[C:17]([OH:19])=[O:18])=[N:10]2)=[CH:7][CH:8]=1, predict the reactants needed to synthesize it. (2) Given the product [N:1]1([CH:10]([C:17]2[CH:18]=[CH:19][C:20]([C:23]3[CH:28]=[CH:27][CH:26]=[CH:25][CH:24]=3)=[CH:21][CH:22]=2)[CH2:11][C:12]([OH:14])=[O:13])[C:5]2[CH:6]=[CH:7][CH:8]=[CH:9][C:4]=2[N:3]=[CH:2]1, predict the reactants needed to synthesize it. The reactants are: [N:1]1([CH:10]([C:17]2[CH:22]=[CH:21][C:20]([C:23]3[CH:28]=[CH:27][CH:26]=[CH:25][CH:24]=3)=[CH:19][CH:18]=2)[CH2:11][C:12]([O:14]CC)=[O:13])[C:5]2[CH:6]=[CH:7][CH:8]=[CH:9][C:4]=2[N:3]=[CH:2]1.C(#N)C. (3) The reactants are: [C:1]([C:5]1[C:18]2[C:19]3=[C:20]4[C:15](=[CH:16][CH:17]=2)[CH:14]=[CH:13][CH:12]=[C:11]4[CH:10]=[CH:9][C:8]3=[CH:7][CH:6]=1)([CH3:4])([CH3:3])[CH3:2].C1C(=O)N([Br:28])C(=O)C1. Given the product [Br:28][C:6]1[CH:7]=[C:8]2[C:19]3=[C:20]4[C:15]([CH:14]=[CH:13][CH:12]=[C:11]4[CH:10]=[CH:9]2)=[CH:16][CH:17]=[C:18]3[C:5]=1[C:1]([CH3:4])([CH3:2])[CH3:3], predict the reactants needed to synthesize it. (4) Given the product [F:1][C:2]1[CH:3]=[CH:4][C:5]([CH2:8][C:9]2[CH:14]=[CH:13][C:12]([NH2:15])=[CH:11][CH:10]=2)=[CH:6][CH:7]=1, predict the reactants needed to synthesize it. The reactants are: [F:1][C:2]1[CH:7]=[CH:6][C:5]([CH2:8][C:9]2[CH:14]=[CH:13][C:12]([N+:15]([O-])=O)=[CH:11][CH:10]=2)=[CH:4][CH:3]=1.[Cl-].[NH4+]. (5) The reactants are: [N:1]([C:4]1[CH:9]=[CH:8][CH:7]=[C:6]([CH2:10][CH:11]=[CH2:12])[C:5]=1[O:13][CH2:14][C:15]#[C:16][CH3:17])=[N+:2]=[N-:3]. Given the product [CH3:17][C:16]1[N:3]=[N:2][N:1]2[C:4]3[CH:9]=[CH:8][CH:7]=[C:6]([CH2:10][CH:11]=[CH2:12])[C:5]=3[O:13][CH2:14][C:15]=12, predict the reactants needed to synthesize it.